From a dataset of Forward reaction prediction with 1.9M reactions from USPTO patents (1976-2016). Predict the product of the given reaction. The product is: [ClH:23].[F:22][C:19]1[CH:20]=[CH:21][C:16]([N:11]2[CH2:10][CH:9]3[NH:8][CH:13]([CH2:14][CH2:15]3)[CH2:12]2)=[CH:17][CH:18]=1. Given the reactants C([N:8]1[CH:13]2[CH2:14][CH2:15][CH:9]1[CH2:10][N:11]([C:16]1[CH:21]=[CH:20][C:19]([F:22])=[CH:18][CH:17]=1)[CH2:12]2)C1C=CC=CC=1.[ClH:23].CO, predict the reaction product.